From a dataset of Reaction yield outcomes from USPTO patents with 853,638 reactions. Predict the reaction yield, written as a fraction of the theoretical maximum amount of product (1.0 means a 100% yield; for example, 0.34 means a 34% yield). (1) The reactants are [C:1]([C:3]1[CH:8]=[CH:7][C:6](Br)=[CH:5][C:4]=1[F:10])#[N:2].[NH:11]1[C:19]2[C:14](=[CH:15][CH:16]=[CH:17][CH:18]=2)[C:13]2([CH2:24][CH:23](B(O)O)[CH2:22][CH2:21][CH2:20]2)[C:12]1=[O:28].C([O-])(=O)C.[Na+].[OH-].[Na+]. The catalyst is COCCOC.O.C1C=CC([P]([Pd]([P](C2C=CC=CC=2)(C2C=CC=CC=2)C2C=CC=CC=2)([P](C2C=CC=CC=2)(C2C=CC=CC=2)C2C=CC=CC=2)[P](C2C=CC=CC=2)(C2C=CC=CC=2)C2C=CC=CC=2)(C2C=CC=CC=2)C2C=CC=CC=2)=CC=1. The product is [C:1]([C:3]1[CH:8]=[CH:7][C:6]([C:16]2[CH:15]=[C:14]3[C:19](=[CH:18][CH:17]=2)[NH:11][C:12](=[O:28])[C:13]23[CH2:24][CH2:23][CH2:22][CH2:21][CH2:20]2)=[CH:5][C:4]=1[F:10])#[N:2]. The yield is 0.370. (2) The yield is 0.790. The reactants are [C:1]1([CH:7]([C:9]2[CH:17]=[C:16]3[C:12]([C:13]([CH:26]=[CH:27][C:28]4[CH:33]=[CH:32][CH:31]=[CH:30][CH:29]=4)=[N:14][N:15]3[CH2:18][O:19][CH2:20][CH2:21][Si:22]([CH3:25])([CH3:24])[CH3:23])=[CH:11][CH:10]=2)[OH:8])[CH:6]=[CH:5][CH:4]=[CH:3][CH:2]=1.CC(OI1(OC(C)=O)(OC(C)=O)OC(=O)C2C=CC=CC1=2)=O. The product is [C:1]1([C:7]([C:9]2[CH:17]=[C:16]3[C:12]([C:13]([CH:26]=[CH:27][C:28]4[CH:29]=[CH:30][CH:31]=[CH:32][CH:33]=4)=[N:14][N:15]3[CH2:18][O:19][CH2:20][CH2:21][Si:22]([CH3:25])([CH3:24])[CH3:23])=[CH:11][CH:10]=2)=[O:8])[CH:2]=[CH:3][CH:4]=[CH:5][CH:6]=1. The catalyst is ClCCl.CCCCCC. (3) The reactants are C([O:3][C:4](=[O:31])[CH2:5][CH2:6][C:7]1[CH:12]=[CH:11][CH:10]=[C:9]([N:13]2[C:17]([NH:18][C:19]([C:21]3[CH:26]=[CH:25][CH:24]=[CH:23][N:22]=3)=[O:20])=[CH:16][C:15]([C:27]([CH3:30])([CH3:29])[CH3:28])=[N:14]2)[CH:8]=1)C.[Li+].[OH-]. The catalyst is CO. The product is [C:27]([C:15]1[CH:16]=[C:17]([NH:18][C:19]([C:21]2[CH:26]=[CH:25][CH:24]=[CH:23][N:22]=2)=[O:20])[N:13]([C:9]2[CH:8]=[C:7]([CH2:6][CH2:5][C:4]([OH:31])=[O:3])[CH:12]=[CH:11][CH:10]=2)[N:14]=1)([CH3:30])([CH3:28])[CH3:29]. The yield is 0.760. (4) The reactants are [Br:1][C:2]1[CH:10]=[CH:9][C:5]([C:6]([OH:8])=O)=[CH:4][CH:3]=1.S(Cl)(Cl)=O.[CH3:15][N:16]1[CH2:21][CH2:20][NH:19][CH2:18][CH2:17]1.C(Cl)Cl.C([O-])([O-])=O.[K+].[K+]. No catalyst specified. The product is [Br:1][C:2]1[CH:3]=[CH:4][C:5]([C:6]([N:19]2[CH2:20][CH2:21][N:16]([CH3:15])[CH2:17][CH2:18]2)=[O:8])=[CH:9][CH:10]=1. The yield is 0.910. (5) The catalyst is C1(C)C=CC=CC=1. The yield is 0.420. The product is [Cl:17][C:14]1[CH:15]=[C:16]2[NH:8][C:9](=[O:26])[C:10]3([CH:18]([C:19]4[CH:24]=[CH:23][CH:22]=[C:21]([Cl:25])[CH:20]=4)[CH2:51][C:49](=[O:50])[NH:48][CH:47]3[C:41]3[CH:42]=[C:43]([Cl:46])[CH:44]=[CH:45][C:40]=3[O:39][C@H:36]3[CH2:35][CH2:34][C@@H:33]([OH:32])[CH2:38][CH2:37]3)[C:11]2=[CH:12][CH:13]=1. The reactants are C(OC([N:8]1[C:16]2[C:11](=[CH:12][CH:13]=[C:14]([Cl:17])[CH:15]=2)/[C:10](=[CH:18]/[C:19]2[CH:24]=[CH:23][CH:22]=[C:21]([Cl:25])[CH:20]=2)/[C:9]1=[O:26])=O)(C)(C)C.C([Si](C)(C)[O:32][C@H:33]1[CH2:38][CH2:37][C@H:36]([O:39][C:40]2[CH:45]=[CH:44][C:43]([Cl:46])=[CH:42][C:41]=2[CH:47]=[N:48][C:49]([O:51][Si](C)(C)C)=[CH2:50])[CH2:35][CH2:34]1)(C)(C)C.